This data is from Peptide-MHC class II binding affinity with 134,281 pairs from IEDB. The task is: Regression. Given a peptide amino acid sequence and an MHC pseudo amino acid sequence, predict their binding affinity value. This is MHC class II binding data. The peptide sequence is VGADEDDIKATYDKG. The MHC is DRB1_0802 with pseudo-sequence DRB1_0802. The binding affinity (normalized) is 0.107.